This data is from Catalyst prediction with 721,799 reactions and 888 catalyst types from USPTO. The task is: Predict which catalyst facilitates the given reaction. Reactant: [Si:1]([O:8][C@H:9]1[CH2:13][O:12][CH2:11][C@H:10]1[O:14][C:15]1[C:33]([F:34])=[CH:32][C:31]([N+:35]([O-])=O)=[CH:30][C:16]=1[CH2:17][N:18](C)[C:19](=O)OCC1C=CC=CC=1)([C:4]([CH3:7])([CH3:6])[CH3:5])([CH3:3])[CH3:2]. Product: [Si:1]([O:8][C@H:9]1[CH2:13][O:12][CH2:11][C@H:10]1[O:14][C:15]1[C:16]([CH2:17][NH:18][CH3:19])=[CH:30][C:31]([NH2:35])=[CH:32][C:33]=1[F:34])([C:4]([CH3:7])([CH3:6])[CH3:5])([CH3:3])[CH3:2]. The catalyst class is: 19.